Dataset: Forward reaction prediction with 1.9M reactions from USPTO patents (1976-2016). Task: Predict the product of the given reaction. (1) Given the reactants CC([N:5]([C@@H:9]([CH3:37])[C:10]([NH:12][C@@H:13]([CH2:29][CH2:30][C:31]1[CH:36]=[CH:35][CH:34]=[CH:33][CH:32]=1)/[CH:14]=[CH:15]/[C:16]([N:18]1[C@H:26]2[CH2:27][CH2:28][C@@H:19]1[C:20]1[C:25]2=[CH:24][CH:23]=[CH:22][CH:21]=1)=[O:17])=[O:11])C(=O)[O-])(C)C.[C:38]([OH:44])([C:40]([F:43])([F:42])[F:41])=[O:39], predict the reaction product. The product is: [F:41][C:40]([F:43])([F:42])[C:38]([OH:44])=[O:39].[C@@H:19]12[N:18]([C:16](=[O:17])/[CH:15]=[CH:14]/[C@@H:13]([NH:12][C:10](=[O:11])[C@H:9]([CH3:37])[NH2:5])[CH2:29][CH2:30][C:31]3[CH:32]=[CH:33][CH:34]=[CH:35][CH:36]=3)[C@@H:26]([CH2:27][CH2:28]1)[C:25]1[C:20]2=[CH:21][CH:22]=[CH:23][CH:24]=1. (2) Given the reactants [CH:1]([OH:3])=O.OO.[CH3:6][C:7]1[CH:12]=[C:11]([CH3:13])[CH:10]=[CH:9][C:8]=1[C:14]1C[CH2:17][CH2:16][CH:15]=1, predict the reaction product. The product is: [CH3:6][C:7]1[CH:12]=[C:11]([CH3:13])[CH:10]=[CH:9][C:8]=1[CH:14]1[CH2:15][CH2:16][CH2:17][C:1]1=[O:3]. (3) Given the reactants N.[Li].[C:3]([O:7][C:8]([N:10]1[CH2:14][C@H:13]([O:15]CC2C=CC=CC=2)[CH2:12][C@H:11]1[CH2:23][O:24][CH3:25])=[O:9])([CH3:6])([CH3:5])[CH3:4].C(O)(C)(C)C, predict the reaction product. The product is: [C:3]([O:7][C:8]([N:10]1[CH2:14][C@H:13]([OH:15])[CH2:12][C@H:11]1[CH2:23][O:24][CH3:25])=[O:9])([CH3:6])([CH3:5])[CH3:4]. (4) The product is: [C:38]1([O:48][CH2:20][CH2:19][CH2:24][N:7]2[C:8]3[C:13](=[CH:12][CH:11]=[CH:10][CH:9]=3)[CH:5]=[C:6]2[C:14]([O:16][CH2:17][CH3:18])=[O:15])[C:47]2[C:42](=[CH:43][CH:44]=[CH:45][CH:46]=2)[CH:41]=[CH:40][CH:39]=1. Given the reactants OCCC[C:5]1[C:13]2[C:8](=[CH:9][CH:10]=[CH:11][CH:12]=2)[NH:7][C:6]=1[C:14]([O:16][CH2:17][CH3:18])=[O:15].[CH:19]1[CH:24]=CC(P(C2C=CC=CC=2)C2C=CC=CC=2)=C[CH:20]=1.[C:38]1([OH:48])[C:47]2[C:42](=[CH:43][CH:44]=[CH:45][CH:46]=2)[CH:41]=[CH:40][CH:39]=1, predict the reaction product. (5) Given the reactants Br[CH2:2][C:3](=O)[CH2:4][CH2:5][CH2:6][CH2:7][CH2:8][C:9]1[CH:14]=[CH:13][CH:12]=[CH:11][CH:10]=1.[C:16]([NH:23][C:24]([NH2:26])=[NH:25])([O:18][C:19]([CH3:22])([CH3:21])[CH3:20])=[O:17].O, predict the reaction product. The product is: [NH2:26][C:24]1[N:23]([C:16]([O:18][C:19]([CH3:22])([CH3:21])[CH3:20])=[O:17])[CH:2]=[C:3]([CH2:4][CH2:5][CH2:6][CH2:7][CH2:8][C:9]2[CH:14]=[CH:13][CH:12]=[CH:11][CH:10]=2)[N:25]=1. (6) The product is: [CH2:16]([N:23]1[CH2:28][CH2:27][N:26]([C:10]([C@@H:9]2[CH2:13][CH2:14][CH2:15][N:8]2[C:1]([O:3][C:4]([CH3:5])([CH3:6])[CH3:7])=[O:2])=[O:12])[CH2:25][CH2:24]1)[C:17]1[CH:18]=[CH:19][CH:20]=[CH:21][CH:22]=1. Given the reactants [C:1]([N:8]1[CH2:15][CH2:14][CH2:13][C@H:9]1[C:10]([OH:12])=O)([O:3][C:4]([CH3:7])([CH3:6])[CH3:5])=[O:2].[CH2:16]([N:23]1[CH2:28][CH2:27][NH:26][CH2:25][CH2:24]1)[C:17]1[CH:22]=[CH:21][CH:20]=[CH:19][CH:18]=1.Cl.C(N=C=NCCCN(C)C)C, predict the reaction product. (7) Given the reactants [Cl:1][C:2]1[CH:9]=[C:8](F)[CH:7]=[CH:6][C:3]=1[CH:4]=O.[CH3:11][NH:12][CH3:13].C(O)(=O)[CH2:15][C:16]([OH:18])=[O:17], predict the reaction product. The product is: [Cl:1][C:2]1[CH:9]=[C:8]([N:12]([CH3:13])[CH3:11])[CH:7]=[CH:6][C:3]=1/[CH:4]=[CH:15]/[C:16]([OH:18])=[O:17]. (8) Given the reactants [Cl:1][C:2]1[CH:3]=[N+:4]([O-:22])[CH:5]=[C:6]([Cl:21])[C:7]=1[CH2:8][C@@H:9]([C:11]1[CH:16]=[CH:15][C:14]([O:17][CH3:18])=[C:13]([O:19][CH3:20])[CH:12]=1)[OH:10].[CH:23]([C:25]1[CH:26]=[C:27]([CH:31]=[CH:32][CH:33]=1)[C:28](O)=[O:29])=[O:24].Cl.CN(C)CCCN=C=NCC, predict the reaction product. The product is: [Cl:21][C:6]1[CH:5]=[N+:4]([O-:22])[CH:3]=[C:2]([Cl:1])[C:7]=1[CH2:8][C@@H:9]([C:11]1[CH:16]=[CH:15][C:14]([O:17][CH3:18])=[C:13]([O:19][CH3:20])[CH:12]=1)[O:10][C:28](=[O:29])[C:27]1[CH:31]=[CH:32][CH:33]=[C:25]([CH:23]=[O:24])[CH:26]=1. (9) Given the reactants C(O)(C(F)(F)F)=O.O=C1NC[C@H]([C@H](O[C:17]2[C:18]3[N:19]([N:35]=[CH:36][C:37]=3[C:38]#[N:39])[CH:20]=[C:21](C3C=CC(N4CCNCC4)=CC=3)[N:22]=2)C)C1.CCN(C(C)C)C(C)C.O1CC(=O)C1.C(O[BH-](OC(=O)C)OC(=O)C)(=O)C.[Na+], predict the reaction product. The product is: [N:35]1[N:19]2[CH:20]=[CH:21][N:22]=[CH:17][C:18]2=[C:37]([C:38]#[N:39])[CH:36]=1. (10) Given the reactants [C:1]([CH2:4][CH2:5][C:6]1[C:7]([CH3:13])=[C:8]([CH:11]=O)[NH:9][CH:10]=1)([OH:3])=[O:2].[I:14][C:15]1[CH:16]=[C:17]2[C:21](=[CH:22][CH:23]=1)[NH:20][C:19](=[O:24])[CH2:18]2.N1CCCCC1, predict the reaction product. The product is: [I:14][C:15]1[CH:16]=[C:17]2[C:21](=[CH:22][CH:23]=1)[NH:20][C:19](=[O:24])[C:18]2=[CH:11][C:8]1[NH:9][CH:10]=[C:6]([CH2:5][CH2:4][C:1]([OH:3])=[O:2])[C:7]=1[CH3:13].